From a dataset of Reaction yield outcomes from USPTO patents with 853,638 reactions. Predict the reaction yield, written as a fraction of the theoretical maximum amount of product (1.0 means a 100% yield; for example, 0.34 means a 34% yield). (1) The reactants are Br[C:2]1[CH:3]=[C:4]([C:9]([C:11]2[C:16]([CH:17]([CH3:19])[CH3:18])=[C:15]([O:20][CH3:21])[N:14]=[C:13]([O:22][CH3:23])[N:12]=2)=[O:10])[CH:5]=[C:6]([CH3:8])[CH:7]=1.C([O-])(=O)C.[Na+].[C:29](#[N:32])[CH:30]=[CH2:31].CCOCC. The catalyst is CN(C=O)C.C([O-])(=O)C.[Pd+2].C([O-])(=O)C.C1C=CC([P]([Pd]([P](C2C=CC=CC=2)(C2C=CC=CC=2)C2C=CC=CC=2)([P](C2C=CC=CC=2)(C2C=CC=CC=2)C2C=CC=CC=2)[P](C2C=CC=CC=2)(C2C=CC=CC=2)C2C=CC=CC=2)(C2C=CC=CC=2)C2C=CC=CC=2)=CC=1.C(OCC)(=O)C. The product is [CH:17]([C:16]1[C:11]([C:9]([C:4]2[CH:3]=[C:2]([CH:31]=[CH:30][C:29]#[N:32])[CH:7]=[C:6]([CH3:8])[CH:5]=2)=[O:10])=[N:12][C:13]([O:22][CH3:23])=[N:14][C:15]=1[O:20][CH3:21])([CH3:19])[CH3:18]. The yield is 0.170. (2) The reactants are [N+:1]([C:4]1[C:5]([C:11]2[CH:16]=[CH:15][N:14]=[CH:13][CH:12]=2)=[N:6][CH:7]=[CH:8][C:9]=1[NH2:10])([O-])=O.[NH4+].[Cl-]. The catalyst is CO.[Fe]. The product is [N:6]1[CH:7]=[CH:8][C:9]([NH2:10])=[C:4]([NH2:1])[C:5]=1[C:11]1[CH:16]=[CH:15][N:14]=[CH:13][CH:12]=1. The yield is 0.871. (3) The reactants are [Si:1]([O:8][C:9]1[CH:10]=[C:11]([CH:14]=[CH:15][CH:16]=1)[CH:12]=O)([C:4]([CH3:7])([CH3:6])[CH3:5])([CH3:3])[CH3:2].Cl.[NH2:18][C@@H:19]([CH:25]([CH3:27])[CH3:26])[C:20]([O:22][CH2:23][CH3:24])=[O:21]. No catalyst specified. The product is [Si:1]([O:8][C:9]1[CH:10]=[C:11]([CH:14]=[CH:15][CH:16]=1)[CH2:12][NH:18][C@@H:19]([CH:25]([CH3:27])[CH3:26])[C:20]([O:22][CH2:23][CH3:24])=[O:21])([C:4]([CH3:7])([CH3:6])[CH3:5])([CH3:3])[CH3:2]. The yield is 0.970.